Predict the product of the given reaction. From a dataset of Forward reaction prediction with 1.9M reactions from USPTO patents (1976-2016). (1) Given the reactants [CH3:1][C:2]1[C:8]([B:9]2[O:13][C:12]([CH3:15])([CH3:14])[C:11]([CH3:17])([CH3:16])[O:10]2)=[CH:7][CH:6]=[CH:5][C:3]=1[NH2:4].C(Cl)CCl.C1C=CC2N(O)N=NC=2C=1.[C:32](O)(=[O:36])[C:33]([CH3:35])=[CH2:34].CCN(C(C)C)C(C)C, predict the reaction product. The product is: [CH3:1][C:2]1[C:8]([B:9]2[O:13][C:12]([CH3:15])([CH3:14])[C:11]([CH3:17])([CH3:16])[O:10]2)=[CH:7][CH:6]=[CH:5][C:3]=1[NH:4][C:32](=[O:36])[C:33]([CH3:35])=[CH2:34]. (2) Given the reactants [Cl:1][C:2]1[CH:7]=[CH:6][C:5]([C:8]2[O:12][C:11]([C:13]([N:15]3[CH2:18][CH:17]([OH:19])[CH2:16]3)=[O:14])=[N:10][N:9]=2)=[CH:4][CH:3]=1.ClC1C=CC(C2OC(C(OC)=O)=NN=2)=CC=1.C(N(CC)CC)C.[CH3:43][S:44](Cl)(=[O:46])=[O:45], predict the reaction product. The product is: [CH3:43][S:44]([O:19][CH:17]1[CH2:16][N:15]([C:13]([C:11]2[O:12][C:8]([C:5]3[CH:6]=[CH:7][C:2]([Cl:1])=[CH:3][CH:4]=3)=[N:9][N:10]=2)=[O:14])[CH2:18]1)(=[O:46])=[O:45].